Dataset: Forward reaction prediction with 1.9M reactions from USPTO patents (1976-2016). Task: Predict the product of the given reaction. (1) The product is: [ClH:1].[Cl:1][C:2]1[CH:3]=[CH:4][C:5]([C:8]2[CH:13]=[CH:12][C:11]([N:14]3[CH2:18][CH2:17][CH2:16][C:15]3=[O:19])=[CH:10][C:9]=2[CH2:20][O:21][C:22]2[CH:23]=[CH:24][C:25]([C:28]3[N:32]([CH:33]4[CH2:38][CH2:37][CH2:36][CH2:35][CH2:34]4)[C:31]4[S:39][C:40]([C:42]([OH:44])=[O:43])=[CH:41][C:30]=4[N:29]=3)=[CH:26][CH:27]=2)=[CH:6][CH:7]=1. Given the reactants [Cl:1][C:2]1[CH:7]=[CH:6][C:5]([C:8]2[CH:13]=[CH:12][C:11]([N:14]3[CH2:18][CH2:17][CH2:16][C:15]3=[O:19])=[CH:10][C:9]=2[CH2:20][O:21][C:22]2[CH:27]=[CH:26][C:25]([C:28]3[N:32]([CH:33]4[CH2:38][CH2:37][CH2:36][CH2:35][CH2:34]4)[C:31]4[S:39][C:40]([C:42]([O:44]C)=[O:43])=[CH:41][C:30]=4[N:29]=3)=[CH:24][CH:23]=2)=[CH:4][CH:3]=1.[OH-].[Na+].Cl, predict the reaction product. (2) Given the reactants [H-].[Na+].[Cl:3][C:4]1[CH:9]=[CH:8][C:7]([CH2:10][C:11]#[N:12])=[CH:6][CH:5]=1.[Br:13][C:14]1[CH:19]=[C:18]([N+:20]([O-:22])=[O:21])[CH:17]=[C:16]([Br:23])[C:15]=1OC.Cl, predict the reaction product. The product is: [Br:13][C:14]1[CH:19]=[C:18]([N+:20]([O-:22])=[O:21])[CH:17]=[C:16]([Br:23])[C:15]=1[CH:10]([C:7]1[CH:8]=[CH:9][C:4]([Cl:3])=[CH:5][CH:6]=1)[C:11]#[N:12]. (3) Given the reactants Cl[C:2]1[C:3]2[S:20][C:19]([NH2:21])=[N:18][C:4]=2[N:5]=[C:6]([S:8][CH2:9][C:10]2[CH:15]=[CH:14][CH:13]=[C:12]([F:16])[C:11]=2[F:17])[N:7]=1.[NH2:22][CH2:23][CH2:24][NH:25][C:26](=[O:32])[O:27][C:28]([CH3:31])([CH3:30])[CH3:29], predict the reaction product. The product is: [NH2:21][C:19]1[S:20][C:3]2[C:2]([NH:22][CH2:23][CH2:24][NH:25][C:26](=[O:32])[O:27][C:28]([CH3:30])([CH3:29])[CH3:31])=[N:7][C:6]([S:8][CH2:9][C:10]3[CH:15]=[CH:14][CH:13]=[C:12]([F:16])[C:11]=3[F:17])=[N:5][C:4]=2[N:18]=1. (4) The product is: [CH2:11]1[C:12]2[C:17](=[CH:16][CH:15]=[CH:14][CH:13]=2)[CH2:9][CH:10]1[CH:18]1[CH2:4][O:19]1. Given the reactants [H-].[Na+].[I-].[CH3:4][S+](C)(C)=O.[CH2:9]1[C:17]2[C:12](=[CH:13][CH:14]=[CH:15][CH:16]=2)[CH2:11][CH:10]1[CH:18]=[O:19], predict the reaction product.